This data is from Catalyst prediction with 721,799 reactions and 888 catalyst types from USPTO. The task is: Predict which catalyst facilitates the given reaction. (1) The catalyst class is: 116. Product: [Cl:1][C:2]1[CH:9]=[CH:8][C:5]([CH:6]2[CH2:17][CH2:15][C:16]2=[O:34])=[CH:4][CH:3]=1. Reactant: [Cl:1][C:2]1[CH:9]=[CH:8][C:5]([CH:6]=O)=[CH:4][CH:3]=1.F[B-](F)(F)F.[CH:15]1([S+](C2C=CC=CC=2)C2C=CC=CC=2)[CH2:17][CH2:16]1.CC(C)([O-:34])C.[K+].F[B-](F)(F)F.[H+]. (2) Reactant: [F:1][CH:2]([F:30])[O:3][CH:4]=[C:5]([C:20]1[CH:29]=[CH:28][C:27]2[CH2:26][CH2:25][CH2:24][CH2:23][C:22]=2[CH:21]=1)[C:6]([NH:8][CH2:9][CH2:10][C:11]1[CH:16]=[CH:15][C:14]([OH:17])=[C:13]([O:18][CH3:19])[CH:12]=1)=[O:7].Cl[CH2:32][C:33]#[CH:34].CN(C)C=O.[H-].[Na+]. Product: [F:1][CH:2]([F:30])[O:3][CH:4]=[C:5]([C:20]1[CH:29]=[CH:28][C:27]2[CH2:26][CH2:25][CH2:24][CH2:23][C:22]=2[CH:21]=1)[C:6]([NH:8][CH2:9][CH2:10][C:11]1[CH:16]=[CH:15][C:14]([O:17][CH2:34][C:33]#[CH:32])=[C:13]([O:18][CH3:19])[CH:12]=1)=[O:7]. The catalyst class is: 6. (3) Reactant: Cl[CH2:2][C:3]1[N:12]=[C:11]([NH:13][C@@H:14]([CH:18]([CH3:20])[CH3:19])[C:15]([NH2:17])=[O:16])[C:10]2[C:5](=[CH:6][CH:7]=[CH:8][CH:9]=2)[N:4]=1.[CH2:21]([NH:28][CH2:29][C:30]1[CH:35]=[CH:34][CH:33]=[CH:32][CH:31]=1)[C:22]1[CH:27]=[CH:26][CH:25]=[CH:24][CH:23]=1.C(=O)([O-])[O-].[K+].[K+]. Product: [CH2:29]([N:28]([CH2:2][C:3]1[N:12]=[C:11]([NH:13][C@@H:14]([CH:18]([CH3:20])[CH3:19])[C:15]([NH2:17])=[O:16])[C:10]2[C:5](=[CH:6][CH:7]=[CH:8][CH:9]=2)[N:4]=1)[CH2:21][C:22]1[CH:27]=[CH:26][CH:25]=[CH:24][CH:23]=1)[C:30]1[CH:35]=[CH:34][CH:33]=[CH:32][CH:31]=1. The catalyst class is: 10. (4) Reactant: [NH2:1][C:2]1[CH:7]=[CH:6][C:5]([C:8]2[CH:13]=[CH:12][CH:11]=[CH:10][CH:9]=2)=[CH:4][CH:3]=1.[F:14][C:15]([F:26])([F:25])[C:16](O[C:16](=[O:17])[C:15]([F:26])([F:25])[F:14])=[O:17]. Product: [C:5]1([C:8]2[CH:13]=[CH:12][CH:11]=[CH:10][CH:9]=2)[CH:4]=[CH:3][C:2]([NH:1][C:16](=[O:17])[C:15]([F:26])([F:25])[F:14])=[CH:7][CH:6]=1. The catalyst class is: 2. (5) The catalyst class is: 20. Product: [F:32][C:2]([F:1])([F:33])[O:3][C:4]1[CH:5]=[C:6]([CH:29]=[CH:30][CH:31]=1)[CH2:7][NH:8][C:9]([C:11]1[N:12]=[N:13][N:14]([CH2:16][CH2:17][CH2:18][CH2:19][N:20]2[CH:24]=[C:23]([C:25]([OH:27])=[O:26])[N:22]=[N:21]2)[CH:15]=1)=[O:10]. Reactant: [F:1][C:2]([F:33])([F:32])[O:3][C:4]1[CH:5]=[C:6]([CH:29]=[CH:30][CH:31]=1)[CH2:7][NH:8][C:9]([C:11]1[N:12]=[N:13][N:14]([CH2:16][CH2:17][CH2:18][CH2:19][N:20]2[CH:24]=[C:23]([C:25]([O:27]C)=[O:26])[N:22]=[N:21]2)[CH:15]=1)=[O:10].[Li+].[OH-].Cl.CO. (6) Product: [F:1][C:2]1[CH:7]=[C:6]([N:29]2[CH:33]=[CH:32][CH:31]=[N:30]2)[CH:5]=[CH:4][C:3]=1[N:9]1[CH:14]=[C:13]([O:15][CH3:16])[C:12](=[O:17])[C:11]([C:18]2[N:22]([C:23]3[CH:28]=[CH:27][CH:26]=[CH:25][CH:24]=3)[N:21]=[CH:20][CH:19]=2)=[N:10]1. Reactant: [F:1][C:2]1[CH:7]=[C:6](I)[CH:5]=[CH:4][C:3]=1[N:9]1[CH:14]=[C:13]([O:15][CH3:16])[C:12](=[O:17])[C:11]([C:18]2[N:22]([C:23]3[CH:28]=[CH:27][CH:26]=[CH:25][CH:24]=3)[N:21]=[CH:20][CH:19]=2)=[N:10]1.[NH:29]1[CH:33]=[CH:32][CH:31]=[N:30]1.C(=NO)C1C(=CC=CC=1)O.C([O-])([O-])=O.[Cs+].[Cs+]. The catalyst class is: 144. (7) Reactant: [Br:1][C:2]1[CH:7]=[C:6]([CH2:8][OH:9])[CH:5]=[CH:4][C:3]=1[OH:10].I[CH2:12][CH3:13].C(=O)([O-])[O-].[K+].[K+]. Product: [Br:1][C:2]1[CH:7]=[C:6]([CH2:8][OH:9])[CH:5]=[CH:4][C:3]=1[O:10][CH2:12][CH3:13]. The catalyst class is: 8. (8) Reactant: [C:1]1([CH:7]([CH:11]2[CH2:15][CH2:14][CH2:13][CH2:12]2)[C:8]([OH:10])=[O:9])[CH:6]=[CH:5][CH:4]=[CH:3][CH:2]=1.Cl[Si](C)(C)[CH3:18]. Product: [CH:11]1([CH:7]([C:1]2[CH:6]=[CH:5][CH:4]=[CH:3][CH:2]=2)[C:8]([O:10][CH3:18])=[O:9])[CH2:15][CH2:14][CH2:13][CH2:12]1. The catalyst class is: 5. (9) Reactant: Cl[C:2]1[C:7]2[C:8]([C:23]#[C:24][C:25]3[CH:30]=[C:29]([O:31][CH3:32])[CH:28]=[C:27]([O:33][CH3:34])[CH:26]=3)=[CH:9][N:10]([C@H:11]3[CH2:15][CH2:14][N:13]([C:16]([O:18][C:19]([CH3:22])([CH3:21])[CH3:20])=[O:17])[CH2:12]3)[C:6]=2[CH:5]=[CH:4][N:3]=1.CC(C)([O-])C.[Na+].C(=[NH:54])(C1C=CC=CC=1)C1C=CC=CC=1. Product: [NH2:54][C:2]1[C:7]2[C:8]([C:23]#[C:24][C:25]3[CH:30]=[C:29]([O:31][CH3:32])[CH:28]=[C:27]([O:33][CH3:34])[CH:26]=3)=[CH:9][N:10]([C@H:11]3[CH2:15][CH2:14][N:13]([C:16]([O:18][C:19]([CH3:22])([CH3:21])[CH3:20])=[O:17])[CH2:12]3)[C:6]=2[CH:5]=[CH:4][N:3]=1. The catalyst class is: 101. (10) Reactant: Cl.C([CH2:4][C:5]([NH2:7])=[O:6])C.[CH2:8](N(CC)CC)[CH3:9].[C:15](Cl)(=[O:22])[C:16]1[CH:21]=[CH:20][CH:19]=[CH:18][CH:17]=1. Product: [CH2:8]([O:6][C:5](=[N:7][C:15](=[O:22])[C:16]1[CH:21]=[CH:20][CH:19]=[CH:18][CH:17]=1)[CH3:4])[CH3:9]. The catalyst class is: 4.